Predict the reaction yield, written as a fraction of the theoretical maximum amount of product (1.0 means a 100% yield; for example, 0.34 means a 34% yield). From a dataset of Reaction yield outcomes from USPTO patents with 853,638 reactions. (1) The reactants are [NH2:1][CH2:2][CH2:3][CH2:4][N:5]1[C:13]2[C:8](=[CH:9][CH:10]=[CH:11][CH:12]=2)[C:7]2([C:17]3=[CH:18][C:19]4[O:23][CH2:22][O:21][C:20]=4[CH:24]=[C:16]3[O:15][CH2:14]2)[C:6]1=[O:25].C(N(CC)CC)C.[Cl:33][C:34]1[CH:38]=[CH:37][S:36][C:35]=1[C:39](Cl)=[O:40]. The catalyst is ClCCl. The product is [Cl:33][C:34]1[CH:38]=[CH:37][S:36][C:35]=1[C:39]([NH:1][CH2:2][CH2:3][CH2:4][N:5]1[C:13]2[C:8](=[CH:9][CH:10]=[CH:11][CH:12]=2)[C:7]2([C:17]3=[CH:18][C:19]4[O:23][CH2:22][O:21][C:20]=4[CH:24]=[C:16]3[O:15][CH2:14]2)[C:6]1=[O:25])=[O:40]. The yield is 0.670. (2) The reactants are [CH3:1][O:2][C:3]1[CH:4]=[C:5]([NH:11][C:12](SC)=[C:13]2[C:18](=[O:19])[O:17][C:16]([CH3:21])([CH3:20])[O:15][C:14]2=[O:22])[CH:6]=[CH:7][C:8]=1[O:9][CH3:10].[OH-].[NH4+:26]. The catalyst is C1COCC1.Cl[Hg]Cl. The product is [NH2:26][C:12]([NH:11][C:5]1[CH:6]=[CH:7][C:8]([O:9][CH3:10])=[C:3]([O:2][CH3:1])[CH:4]=1)=[C:13]1[C:18](=[O:19])[O:17][C:16]([CH3:21])([CH3:20])[O:15][C:14]1=[O:22]. The yield is 0.970. (3) The reactants are [Cl:1][C:2]1[C:3]([C:8]2[CH:9]=[C:10]3[C:14](=[CH:15][CH:16]=2)[NH:13][N:12]=[C:11]3[NH:17][C:18]2[S:19][C:20]([CH:23]=O)=[CH:21][N:22]=2)=[N:4][CH:5]=[CH:6][CH:7]=1.[C:25]([N:28]1[CH2:33][CH2:32][NH:31][CH2:30][CH2:29]1)(=[O:27])[CH3:26].[Na].C(=O)([O-])O.[Na+]. The catalyst is C(OCC)(=O)C.O1CCCC1. The product is [C:25]([N:28]1[CH2:33][CH2:32][N:31]([CH2:23][C:20]2[S:19][C:18]([NH:17][C:11]3[C:10]4[C:14](=[CH:15][CH:16]=[C:8]([C:3]5[C:2]([Cl:1])=[CH:7][CH:6]=[CH:5][N:4]=5)[CH:9]=4)[NH:13][N:12]=3)=[N:22][CH:21]=2)[CH2:30][CH2:29]1)(=[O:27])[CH3:26]. The yield is 0.660. (4) The reactants are [Cl:1][C:2]1[CH:3]=[C:4](B(O)O)[CH:5]=[N:6][CH:7]=1.Br[C:12]1[CH:13]=[CH:14][C:15]2[O:26][C:25]3([CH2:31][CH2:30][CH:29]([O:32][CH3:33])[CH2:28][CH2:27]3)[C:18]3([N:22]=[C:21]([NH2:23])[C:20]([CH3:24])=[N:19]3)[C:16]=2[CH:17]=1.CC1CCCO1.C([O-])([O-])=O.[K+].[K+]. The catalyst is C(Cl)Cl.[Na+].[Na+].Cl[Pd+2](Cl)(Cl)Cl.CCOC(C)=O.O. The product is [Cl:1][C:2]1[CH:3]=[C:4]([C:12]2[CH:13]=[CH:14][C:15]3[O:26][C:25]4([CH2:27][CH2:28][CH:29]([O:32][CH3:33])[CH2:30][CH2:31]4)[C:18]4([N:22]=[C:21]([NH2:23])[C:20]([CH3:24])=[N:19]4)[C:16]=3[CH:17]=2)[CH:5]=[N:6][CH:7]=1. The yield is 0.560. (5) The reactants are [Cl:1][C:2]1[N:7]=[C:6]([CH:8]([OH:26])[CH:9]([CH2:15][C:16]2[CH:21]=[CH:20][C:19]([C:22]([F:25])([F:24])[F:23])=[CH:18][CH:17]=2)[C:10]([O:12]CC)=[O:11])[CH:5]=[CH:4][CH:3]=1.[OH-].[Na+].Cl.C(=O)([O-])O.[Na+]. The catalyst is CO. The product is [Cl:1][C:2]1[N:7]=[C:6]([CH:8]([OH:26])[CH:9]([CH2:15][C:16]2[CH:21]=[CH:20][C:19]([C:22]([F:23])([F:24])[F:25])=[CH:18][CH:17]=2)[C:10]([OH:12])=[O:11])[CH:5]=[CH:4][CH:3]=1. The yield is 0.860. (6) The reactants are CO[C:3](=[O:25])[C:4]1[CH:9]=[CH:8][C:7]([O:10][CH2:11][C:12]2[C:13]([C:18]3[CH:23]=[CH:22][CH:21]=[CH:20][C:19]=3[F:24])=[N:14][O:15][C:16]=2[CH3:17])=[N:6][CH:5]=1.[NH2:26][CH:27]1[CH2:32][CH2:31][O:30][CH2:29][CH2:28]1. No catalyst specified. The product is [F:24][C:19]1[CH:20]=[CH:21][CH:22]=[CH:23][C:18]=1[C:13]1[C:12]([CH2:11][O:10][C:7]2[CH:8]=[CH:9][C:4]([C:3]([NH:26][CH:27]3[CH2:32][CH2:31][O:30][CH2:29][CH2:28]3)=[O:25])=[CH:5][N:6]=2)=[C:16]([CH3:17])[O:15][N:14]=1. The yield is 0.920. (7) The reactants are [H-].[Na+].[CH2:3]([O:10][C:11]1[CH:12]=[C:13]2[C:17](=[CH:18][CH:19]=1)[NH:16][CH:15]=[CH:14]2)[C:4]1[CH:9]=[CH:8][CH:7]=[CH:6][CH:5]=1.Cl[S:21]([C:24]1[CH:25]=[C:26]([CH:31]=[CH:32][CH:33]=1)[C:27]([O:29][CH3:30])=[O:28])(=[O:23])=[O:22]. The catalyst is CN(C)C=O. The product is [C:4]1([CH2:3][O:10][C:11]2[CH:12]=[C:13]3[C:17](=[CH:18][CH:19]=2)[N:16]([S:21]([C:24]2[CH:25]=[C:26]([CH:31]=[CH:32][CH:33]=2)[C:27]([O:29][CH3:30])=[O:28])(=[O:23])=[O:22])[CH:15]=[CH:14]3)[CH:5]=[CH:6][CH:7]=[CH:8][CH:9]=1. The yield is 0.360. (8) The reactants are [NH2:1][C:2]1[CH:9]=[CH:8][CH:7]=[CH:6][C:3]=1[CH2:4]O.[BrH:10].[C:11]1([P:17]([C:24]2[CH:29]=[CH:28][CH:27]=[CH:26][CH:25]=2)[C:18]2[CH:23]=[CH:22][CH:21]=[CH:20][CH:19]=2)[CH:16]=[CH:15][CH:14]=[CH:13][CH:12]=1. The catalyst is C(#N)C. The product is [Br-:10].[C:24]1([P+:17]([C:11]2[CH:12]=[CH:13][CH:14]=[CH:15][CH:16]=2)([C:18]2[CH:23]=[CH:22][CH:21]=[CH:20][CH:19]=2)[CH2:4][C:3]2[CH:6]=[CH:7][CH:8]=[CH:9][C:2]=2[NH2:1])[CH:25]=[CH:26][CH:27]=[CH:28][CH:29]=1. The yield is 0.880. (9) The reactants are [CH3:1][C:2]1([CH3:8])[C:6](=[O:7])[CH:5]=[CH:4][CH2:3]1.[Cl:9][C:10]1[CH:15]=[CH:14][C:13](B(O)O)=[C:12]([F:19])[CH:11]=1.C([O-])(=O)C.[Na+].[Sb](Cl)(Cl)Cl. The catalyst is CC([O-])=O.CC([O-])=O.[Pd+2].C(O)(=O)C. The product is [Cl:9][C:10]1[CH:15]=[CH:14][C:13]([CH:4]2[CH2:5][C:6](=[O:7])[C:2]([CH3:8])([CH3:1])[CH2:3]2)=[C:12]([F:19])[CH:11]=1. The yield is 0.870. (10) The reactants are Cl[C:2]1[N:7]=[CH:6][N:5]=[C:4]([NH:8][C:9]2[CH:14]=[CH:13][C:12]([S:15]([NH2:18])(=[O:17])=[O:16])=[CH:11][CH:10]=2)[C:3]=1[N+:19]([O-:21])=[O:20].[F:22][C:23]1[CH:28]=[C:27]([C:29]([F:32])([F:31])[F:30])[CH:26]=[CH:25][C:24]=1B(O)O.C(=O)([O-])[O-].[Na+].[Na+].O1CCOCC1. The catalyst is O. The product is [F:22][C:23]1[CH:28]=[C:27]([C:29]([F:30])([F:31])[F:32])[CH:26]=[CH:25][C:24]=1[C:2]1[N:7]=[CH:6][N:5]=[C:4]([NH:8][C:9]2[CH:14]=[CH:13][C:12]([S:15]([NH2:18])(=[O:17])=[O:16])=[CH:11][CH:10]=2)[C:3]=1[N+:19]([O-:21])=[O:20]. The yield is 0.320.